Dataset: Catalyst prediction with 721,799 reactions and 888 catalyst types from USPTO. Task: Predict which catalyst facilitates the given reaction. (1) Reactant: [CH2:1]([O:3][C:4]([C:6]1[NH:7][N:8]=[C:9]([C:11]2[S:12][CH:13]=[CH:14][CH:15]=2)[CH:10]=1)=[O:5])[CH3:2].[I:16]N1C(=O)CCC1=O. Product: [CH2:1]([O:3][C:4]([C:6]1[NH:7][N:8]=[C:9]([C:11]2[S:12][CH:13]=[CH:14][CH:15]=2)[C:10]=1[I:16])=[O:5])[CH3:2]. The catalyst class is: 4. (2) Reactant: [NH:1]1[C:5]2=[N:6][CH:7]=[CH:8][CH:9]=[C:4]2[CH:3]=[CH:2]1.C1N2CN3CN(C2)CN1C3.[C:20](O)(=[O:22])C. Product: [NH:1]1[C:5]2=[N:6][CH:7]=[CH:8][CH:9]=[C:4]2[C:3]([CH:20]=[O:22])=[CH:2]1. The catalyst class is: 6. (3) Reactant: [CH3:1][C:2]1([CH3:13])[CH:11]=[CH:10][C:9]2[C:4](=[CH:5][CH:6]=[C:7]([CH3:12])[CH:8]=2)[NH:3]1.ClC1C=C(C=CC=1)C(OO)=[O:19]. Product: [CH3:1][C:2]1([CH3:13])[CH:11]=[CH:10][C:9]2[C:4](=[CH:5][CH:6]=[C:7]([CH3:12])[CH:8]=2)[NH+:3]1[O-:19]. The catalyst class is: 26. (4) Reactant: [N:1]1[CH:6]=[CH:5][C:4]([C:7]2[N:11]3[CH:12]=[CH:13][CH:14]=[CH:15][C:10]3=[N:9][C:8]=2[C:16](OCC)=[O:17])=[CH:3][CH:2]=1.[BH4-].[Li+].[OH-].[Na+].O. Product: [N:1]1[CH:6]=[CH:5][C:4]([C:7]2[N:11]3[CH:12]=[CH:13][CH:14]=[CH:15][C:10]3=[N:9][C:8]=2[CH2:16][OH:17])=[CH:3][CH:2]=1. The catalyst class is: 83. (5) Reactant: [C:1]1([S:7]([N:10]2[C:14]3=[N:15][CH:16]=[CH:17][CH:18]=[C:13]3[C:12](B3OC(C)(C)C(C)(C)O3)=[CH:11]2)(=[O:9])=[O:8])[CH:6]=[CH:5][CH:4]=[CH:3][CH:2]=1.[Cl:28][C:29]1[N:34]=[C:33](Cl)[CH:32]=[CH:31][N:30]=1.C([O-])([O-])=O.[Na+].[Na+]. Product: [C:1]1([S:7]([N:10]2[C:14]3=[N:15][CH:16]=[CH:17][CH:18]=[C:13]3[C:12]([C:31]3[CH:32]=[CH:33][N:34]=[C:29]([Cl:28])[N:30]=3)=[CH:11]2)(=[O:9])=[O:8])[CH:2]=[CH:3][CH:4]=[CH:5][CH:6]=1. The catalyst class is: 276.